This data is from Reaction yield outcomes from USPTO patents with 853,638 reactions. The task is: Predict the reaction yield, written as a fraction of the theoretical maximum amount of product (1.0 means a 100% yield; for example, 0.34 means a 34% yield). (1) The reactants are Br[C:2]1[C:3]([NH:9][C:10](=[O:13])[CH2:11]I)=[N:4][CH:5]=[C:6]([Br:8])[N:7]=1.C(N(C(C)C)CC)(C)C.[O:23]1[CH2:28][CH2:27][CH:26]([NH2:29])[CH2:25][CH2:24]1. The catalyst is C(#N)C. The product is [Br:8][C:6]1[N:7]=[C:2]2[N:29]([CH:26]3[CH2:27][CH2:28][O:23][CH2:24][CH2:25]3)[CH2:11][C:10](=[O:13])[NH:9][C:3]2=[N:4][CH:5]=1. The yield is 0.400. (2) The reactants are CS([O:5][CH2:6][C@@H:7]1[O:16][CH2:15][C@@H:10]2[CH2:11][O:12][CH2:13][CH2:14][N:9]2[CH2:8]1)(=O)=O.Cl.[Br:18][C:19]1[CH:24]=[CH:23][C:22]([NH:25][C:26]2[C:35]3[C:30](=[CH:31][C:32](O)=[C:33]([O:36][CH3:37])[CH:34]=3)[N:29]=[CH:28][N:27]=2)=[C:21]([F:39])[C:20]=1[Cl:40].C(=O)([O-])[O-].[K+].[K+]. The yield is 0.100. The product is [ClH:40].[Br:18][C:19]1[CH:24]=[CH:23][C:22]([NH:25][C:26]2[C:35]3[C:30](=[CH:31][C:32]([O:5][CH2:6][C@@H:7]4[O:16][CH2:15][C@@H:10]5[CH2:11][O:12][CH2:13][CH2:14][N:9]5[CH2:8]4)=[C:33]([O:36][CH3:37])[CH:34]=3)[N:29]=[CH:28][N:27]=2)=[C:21]([F:39])[C:20]=1[Cl:40]. The catalyst is CN(C=O)C. (3) The reactants are Cl.[CH2:2]([O:4][C:5](=[O:8])[CH2:6][NH2:7])[CH3:3].[BH3-]C#N.[Na+].[CH:13](=O)[C:14]1[CH:19]=[CH:18][C:17]([O:20][CH3:21])=[CH:16][CH:15]=1. The catalyst is CO. The product is [CH2:2]([O:4][C:5](=[O:8])[CH2:6][NH:7][CH2:13][C:14]1[CH:19]=[CH:18][C:17]([O:20][CH3:21])=[CH:16][CH:15]=1)[CH3:3]. The yield is 0.490. (4) The reactants are [CH3:1][C:2]1[C:7]([OH:8])=[CH:6][CH:5]=[CH:4][N:3]=1.[H-].[Na+].[Br:11][C:12]1[CH:13]=[C:14]([N+]([O-])=O)[C:15]([C:18]#[N:19])=[N:16][CH:17]=1.[NH4+].[Cl-]. The catalyst is O.CN(C=O)C. The product is [Br:11][C:12]1[CH:13]=[C:14]([O:8][C:7]2[C:2]([CH3:1])=[N:3][CH:4]=[CH:5][CH:6]=2)[C:15]([C:18]#[N:19])=[N:16][CH:17]=1. The yield is 0.976.